This data is from Peptide-MHC class II binding affinity with 134,281 pairs from IEDB. The task is: Regression. Given a peptide amino acid sequence and an MHC pseudo amino acid sequence, predict their binding affinity value. This is MHC class II binding data. (1) The MHC is DRB1_0301 with pseudo-sequence DRB1_0301. The binding affinity (normalized) is 0.359. The peptide sequence is TVAVGLHFHEMNNGG. (2) The peptide sequence is ATWAKNIQTAINQVR. The MHC is DRB1_0301 with pseudo-sequence DRB1_0301. The binding affinity (normalized) is 0.285. (3) The peptide sequence is FKHTDACCRTHDM. The MHC is DRB1_0101 with pseudo-sequence DRB1_0101. The binding affinity (normalized) is 0. (4) The peptide sequence is EKLQLKGTTYGVCSKAFK. The MHC is DRB1_0401 with pseudo-sequence DRB1_0401. The binding affinity (normalized) is 0.0901. (5) The peptide sequence is SELYLYKVVKIEPLGVAP. The MHC is H-2-IAb with pseudo-sequence H-2-IAb. The binding affinity (normalized) is 0.310. (6) The peptide sequence is RCLVKEIPPRLLYAK. The MHC is HLA-DPA10301-DPB10402 with pseudo-sequence HLA-DPA10301-DPB10402. The binding affinity (normalized) is 0.575.